This data is from Catalyst prediction with 721,799 reactions and 888 catalyst types from USPTO. The task is: Predict which catalyst facilitates the given reaction. Reactant: O=[C:2]1[CH2:7][CH2:6][CH:5]([NH:8][C:9](=[O:15])[O:10][C:11]([CH3:14])([CH3:13])[CH3:12])[CH2:4][CH2:3]1.[CH3:16][C:17]([S:20]([NH2:22])=[O:21])([CH3:19])[CH3:18]. Product: [C:17]([S:20]([N:22]=[C:2]1[CH2:7][CH2:6][CH:5]([NH:8][C:9](=[O:15])[O:10][C:11]([CH3:14])([CH3:13])[CH3:12])[CH2:4][CH2:3]1)=[O:21])([CH3:19])([CH3:18])[CH3:16]. The catalyst class is: 1.